Dataset: Forward reaction prediction with 1.9M reactions from USPTO patents (1976-2016). Task: Predict the product of the given reaction. (1) The product is: [Cl:1][C:2]1[S:6][C:5]([S:7]([NH:10][C:11]2[CH:19]=[CH:18][C:14]([C:15]([O:17][CH:30]([CH3:31])[CH2:29][O:28][CH3:27])=[O:16])=[C:13]([OH:20])[CH:12]=2)(=[O:9])=[O:8])=[CH:4][C:3]=1[C:21]1[CH:22]=[CH:23][CH:24]=[CH:25][CH:26]=1. Given the reactants [Cl:1][C:2]1[S:6][C:5]([S:7]([NH:10][C:11]2[CH:19]=[CH:18][C:14]([C:15]([OH:17])=[O:16])=[C:13]([OH:20])[CH:12]=2)(=[O:9])=[O:8])=[CH:4][C:3]=1[C:21]1[CH:26]=[CH:25][CH:24]=[CH:23][CH:22]=1.[CH3:27][O:28][CH2:29][CH:30](O)[CH3:31], predict the reaction product. (2) Given the reactants [CH2:1]([C:3]1[CH:31]=[CH:30][C:6]([CH2:7][O:8][C:9]2[CH:14]=[CH:13][C:12]([CH:15]3[CH2:18][N:17]([C:19]([C:21]4[CH:26]=[C:25]([OH:27])[CH:24]=[CH:23][N:22]=4)=[O:20])[CH2:16]3)=[CH:11][C:10]=2[O:28][CH3:29])=[CH:5][CH:4]=1)[CH3:2].C([O-])([O-])=O.[K+].[K+].Br[CH2:39][CH2:40][OH:41].O, predict the reaction product. The product is: [CH2:1]([C:3]1[CH:4]=[CH:5][C:6]([CH2:7][O:8][C:9]2[CH:14]=[CH:13][C:12]([CH:15]3[CH2:18][N:17]([C:19]([C:21]4[CH:26]=[C:25]([O:27][CH2:39][CH2:40][OH:41])[CH:24]=[CH:23][N:22]=4)=[O:20])[CH2:16]3)=[CH:11][C:10]=2[O:28][CH3:29])=[CH:30][CH:31]=1)[CH3:2]. (3) Given the reactants [OH:1][CH2:2][CH2:3][O:4][CH2:5][CH2:6][OH:7].[OH-].[K+].S(O[CH:21]([CH2:23][O:24][CH2:25][C:26]1[CH:31]=[CH:30][CH:29]=[CH:28][CH:27]=1)[CH3:22])(C1C=CC(C)=CC=1)(=O)=O.O, predict the reaction product. The product is: [OH:1][CH2:2][CH2:3][O:4][CH2:5][CH2:6][O:7][CH:21]([CH2:23][O:24][CH2:25][C:26]1[CH:31]=[CH:30][CH:29]=[CH:28][CH:27]=1)[CH3:22]. (4) The product is: [N:15]1([CH2:14][CH:12]2[O:11][C:10](=[O:24])[NH:9][CH2:13]2)[CH:19]=[CH:18][N:17]=[N:16]1. Given the reactants Cl.FC1C=C([N:9]2[CH2:13][CH:12]([CH2:14][N:15]3[CH:19]=[C:18]([Si](C)(C)C)[N:17]=[N:16]3)[O:11][C:10]2=[O:24])C=CC=1C1C=CC(CNCC2N=NN(CC3C=CC(OC)=CC=3)C=2)=CC=1.[F-].C([N+](CCCC)(CCCC)CCCC)CCC.C1COCC1, predict the reaction product. (5) Given the reactants [I:1][C:2]1[CH:7]=[CH:6][C:5]([C:8]2[NH:12][C:11]([C@@H:13]([N:17]3[C:21](=[O:22])[C@@H:20]([CH2:23][CH2:24]C(O)=O)[NH:19][C:18]3=[O:28])C(C)C)=[N:10][CH:9]=2)=[CH:4][CH:3]=1.C(OC(=O)N[C@H](C1N[C:47]([C:50]2[CH:55]=[CH:54][CH:53]=[CH:52][C:51]=2F)=CN=1)[C@H:47]([C:50]1[CH:55]=[CH:54][CH:53]=[CH:52][CH:51]=1)C)(C)(C)C.I[C:59]1C=CC(C(=O)C)=CC=1.C(OC(N[C@H](C1C=[CH:84][C:83]([O:86][CH2:87][C:88](=[O:92])N(C)C)=[CH:82][CH:81]=1)C(O)=O)=O)(C)(C)C.ClN1C(=O)CCC1=O, predict the reaction product. The product is: [OH:92][CH2:88][CH2:87][O:86][C:83]1[CH:82]=[CH:81][C:23]([C@H:20]2[NH:19][C:18](=[O:28])[N:17]([C@@:13]([C:11]3[NH:12][C:8]([C:5]4[CH:6]=[CH:7][C:2]([I:1])=[CH:3][CH:4]=4)=[CH:9][N:10]=3)([CH3:59])[CH2:47][C:50]3[CH:51]=[CH:52][CH:53]=[CH:54][CH:55]=3)[C:21]2=[O:22])=[CH:24][CH:84]=1. (6) Given the reactants [Cl:1][C:2]1[CH:43]=[CH:42][C:5]([CH2:6][N:7]2[C:15]3[C:14](=[O:16])[N:13]([CH2:17][CH2:18][CH2:19][O:20][CH:21]4[CH2:26][CH2:25][CH2:24][CH2:23][O:22]4)[C:12](=[O:27])[N:11]([CH3:28])[C:10]=3[N:9]=[C:8]2[S:29][CH2:30][C:31]2[CH:36]=[CH:35][CH:34]=[C:33]([O:37][C:38]([F:41])([F:40])[F:39])[CH:32]=2)=[CH:4][CH:3]=1.[OH:44]OS([O-])=O.[K+], predict the reaction product. The product is: [Cl:1][C:2]1[CH:43]=[CH:42][C:5]([CH2:6][N:7]2[C:15]3[C:14](=[O:16])[N:13]([CH2:17][CH2:18][CH2:19][O:20][CH:21]4[CH2:26][CH2:25][CH2:24][CH2:23][O:22]4)[C:12](=[O:27])[N:11]([CH3:28])[C:10]=3[N:9]=[C:8]2[S:29]([CH2:30][C:31]2[CH:36]=[CH:35][CH:34]=[C:33]([O:37][C:38]([F:41])([F:40])[F:39])[CH:32]=2)=[O:44])=[CH:4][CH:3]=1. (7) Given the reactants [C:1]([C@:8]([C:21](=[O:30])[CH2:22][CH:23]([NH2:29])[CH2:24][CH2:25][CH2:26][CH2:27][CH3:28])([C@@H:12]([NH2:20])[CH2:13][CH2:14][CH2:15][CH2:16][CH2:17][CH2:18][CH3:19])[C:9]([OH:11])=[O:10])([O:3][C:4]([CH3:7])([CH3:6])[CH3:5])=[O:2].[C:31]([C@@H:38](C(N)CCCCC)C(O)=O)(OC(C)(C)C)=O, predict the reaction product. The product is: [C:1]([C@:8]([C:21](=[O:30])[CH2:22][CH:23]([NH2:29])[CH2:24][CH2:25][CH2:26][CH2:27][CH3:28])([C@@H:12]([NH2:20])[CH2:13][CH2:14][CH2:15][CH2:16][CH3:17])[C:9]([O:11][CH2:31][CH3:38])=[O:10])([O:3][C:4]([CH3:5])([CH3:6])[CH3:7])=[O:2].[NH2:20][C@@H:12]([CH2:13][CH2:14][CH2:15][CH2:16][CH2:17][CH2:18][CH3:19])[CH2:8][C:1]([O:3][CH2:4][CH3:5])=[O:2].